Dataset: Full USPTO retrosynthesis dataset with 1.9M reactions from patents (1976-2016). Task: Predict the reactants needed to synthesize the given product. (1) Given the product [C:6]([O:10][C:11](=[O:12])[NH:13][C@H:14]1[CH2:15][C:23]2[C:22](=[CH:27][CH:26]=[CH:25][N:24]=2)[NH:21][C:17]1=[O:19])([CH3:7])([CH3:8])[CH3:9], predict the reactants needed to synthesize it. The reactants are: Cl[Si](C)(C)C.[C:6]([O:10][C:11]([NH:13][C@H:14]([C:17]([O:19]C)=O)[CH2:15]I)=[O:12])([CH3:9])([CH3:8])[CH3:7].[NH2:21][C:22]1[C:23](Br)=[N:24][CH:25]=[CH:26][CH:27]=1. (2) Given the product [C:9]([O:18][C:17](=[O:20])[CH2:8][CH2:7][C:9]1[CH:10]=[CH:11][C:12]([O:15][CH2:24][C:25]([O:27][CH3:28])=[O:26])=[CH:13][CH:14]=1)([CH3:14])([CH3:10])[CH3:7], predict the reactants needed to synthesize it. The reactants are: C(OC(=O)[CH:7]([C:9]1[CH:14]=[CH:13][C:12]([OH:15])=[CH:11][CH:10]=1)[CH3:8])(C)(C)C.[C:17](=[O:20])([O-])[O-:18].[K+].[K+].Br[CH2:24][C:25]([O:27][CH3:28])=[O:26]. (3) Given the product [NH2:1][C:2]1[C:3]([O:17][CH3:18])=[CH:4][C:5]([N:8]2[CH2:13][CH2:12][N:11]([C:14](=[O:16])[CH3:15])[CH2:10][CH2:9]2)=[CH:6][C:7]=1[F:19], predict the reactants needed to synthesize it. The reactants are: [NH2:1][C:2]1[CH:7]=[CH:6][C:5]([N:8]2[CH2:13][CH2:12][N:11]([C:14](=[O:16])[CH3:15])[CH2:10][CH2:9]2)=[CH:4][C:3]=1[O:17][CH3:18].[F:19]C1C=C(F)C=C(OC)C=1[N+]([O-])=O. (4) Given the product [OH:30][C@H:29]([C:28]1[C:20]([CH3:19])=[C:21]2[C:25](=[CH:26][CH:27]=1)[C:24](=[O:32])[O:23][CH2:22]2)[CH2:31][N:8]1[CH2:7][CH2:6][C:5]2([CH2:1][N:2]([C:11]3[CH:18]=[CH:17][C:14]([C:15]#[N:16])=[CH:13][N:12]=3)[CH2:3][CH2:4]2)[CH2:10][CH2:9]1, predict the reactants needed to synthesize it. The reactants are: [CH2:1]1[C:5]2([CH2:10][CH2:9][NH:8][CH2:7][CH2:6]2)[CH2:4][CH2:3][N:2]1[C:11]1[CH:18]=[CH:17][C:14]([C:15]#[N:16])=[CH:13][N:12]=1.[CH3:19][C:20]1[C:28]([C@@H:29]2[CH2:31][O:30]2)=[CH:27][CH:26]=[C:25]2[C:21]=1[CH2:22][O:23][C:24]2=[O:32]. (5) Given the product [CH3:26][O:25][C:22]1[CH:23]=[CH:24][C:19]([CH2:18][N:17]2[C:16]3[C:15](=[O:27])[N:14]4[C:28]([CH3:31])=[N:29][N:30]=[C:13]4[N:12]([CH2:32][CH2:33][CH2:34][CH2:35][CH3:36])[C:11]=3[N:10]=[C:9]2[N:3]2[CH:7]=[N:6][CH:5]=[N:4]2)=[CH:20][CH:21]=1, predict the reactants needed to synthesize it. The reactants are: [H-].[Na+].[NH:3]1[CH:7]=[N:6][CH:5]=[N:4]1.Br[C:9]1[N:17]([CH2:18][C:19]2[CH:24]=[CH:23][C:22]([O:25][CH3:26])=[CH:21][CH:20]=2)[C:16]2[C:15](=[O:27])[N:14]3[C:28]([CH3:31])=[N:29][N:30]=[C:13]3[N:12]([CH2:32][CH2:33][CH2:34][CH2:35][CH3:36])[C:11]=2[N:10]=1. (6) Given the product [F:23][C:21]1[CH:20]=[C:19]([C:24]2[CH:25]=[CH:26][C:27]([NH:30][C:13]([C@H:10]3[CH2:9][CH2:8][C@@H:7]([N:3]4[CH2:4][CH2:5][CH2:6][C:2]4=[O:1])[CH2:12][CH2:11]3)=[O:15])=[N:28][CH:29]=2)[CH:18]=[C:17]([F:16])[CH:22]=1, predict the reactants needed to synthesize it. The reactants are: [O:1]=[C:2]1[CH2:6][CH2:5][CH2:4][N:3]1[C@@H:7]1[CH2:12][CH2:11][C@H:10]([C:13]([OH:15])=O)[CH2:9][CH2:8]1.[F:16][C:17]1[CH:18]=[C:19]([C:24]2[CH:25]=[CH:26][C:27]([NH2:30])=[N:28][CH:29]=2)[CH:20]=[C:21]([F:23])[CH:22]=1. (7) Given the product [CH:12]1([C:15]2[N:16]=[CH:17][C:18]([O:21][C@H:22]3[CH2:31][N:25]4[CH2:26][CH2:27][N:28]([C:2]5[CH:7]=[CH:6][C:5]([C:8]([F:11])([F:10])[F:9])=[CH:4][N:3]=5)[C:29](=[O:30])[C@@H:24]4[CH2:23]3)=[N:19][CH:20]=2)[CH2:14][CH2:13]1, predict the reactants needed to synthesize it. The reactants are: Br[C:2]1[CH:7]=[CH:6][C:5]([C:8]([F:11])([F:10])[F:9])=[CH:4][N:3]=1.[CH:12]1([C:15]2[N:16]=[CH:17][C:18]([O:21][CH:22]3[CH2:31][N:25]4[CH2:26][CH2:27][NH:28][C:29](=[O:30])[CH:24]4[CH2:23]3)=[N:19][CH:20]=2)[CH2:14][CH2:13]1.C1(P(C2C=CC=CC=2)C2C3OC4C(=CC=CC=4P(C4C=CC=CC=4)C4C=CC=CC=4)C(C)(C)C=3C=CC=2)C=CC=CC=1.C(=O)([O-])[O-].[Cs+].[Cs+]. (8) Given the product [N:1]1([C:6]2[N:11]=[C:10]([NH:12][C:13]3[CH:14]=[C:15]([CH:18]=[CH:19][N:20]=3)[C:16]#[N:17])[CH:9]=[C:8]([C:21]3([C:27]#[N:28])[CH2:26][CH2:25][O:24][CH2:23][CH2:22]3)[CH:7]=2)[CH2:4][CH2:3][CH2:2]1, predict the reactants needed to synthesize it. The reactants are: [NH:1]1[CH2:4][CH2:3][CH2:2]1.Cl[C:6]1[N:11]=[C:10]([NH:12][C:13]2[CH:14]=[C:15]([CH:18]=[CH:19][N:20]=2)[C:16]#[N:17])[CH:9]=[C:8]([C:21]2([C:27]#[N:28])[CH2:26][CH2:25][O:24][CH2:23][CH2:22]2)[CH:7]=1. (9) Given the product [OH:39][CH2:38][C:37]1[N:33]([C:29]2[CH:28]=[C:27]([C:26]3[CH2:25][C:24](=[O:47])[NH:23][C:9]4[CH:10]=[C:11]([C:19]([F:21])([F:20])[F:22])[C:12]([N:14]([CH:16]([CH3:18])[CH3:17])[CH3:15])=[CH:13][C:8]=4[N:7]=3)[CH:32]=[CH:31][CH:30]=2)[N:34]=[N:35][CH:36]=1, predict the reactants needed to synthesize it. The reactants are: C(OC(=O)[NH:7][C:8]1[CH:13]=[C:12]([N:14]([CH:16]([CH3:18])[CH3:17])[CH3:15])[C:11]([C:19]([F:22])([F:21])[F:20])=[CH:10][C:9]=1[NH:23][C:24](=[O:47])[CH2:25][C:26](=O)[C:27]1[CH:32]=[CH:31][CH:30]=[C:29]([N:33]2[C:37]([CH2:38][O:39]C3CCCCO3)=[CH:36][N:35]=[N:34]2)[CH:28]=1)(C)(C)C.C(O)(C(F)(F)F)=O. (10) Given the product [Br:1][C:2]1[CH:3]=[C:4]2[C:9](=[CH:10][CH:11]=1)[N:8]([CH2:12][CH:14]1[CH2:19][CH2:18][N:17]([C:20]([O:22][CH2:23][C:24]3[CH:25]=[CH:26][CH:27]=[CH:28][CH:29]=3)=[O:21])[CH2:16][CH2:15]1)[CH2:7][CH2:6][CH2:5]2, predict the reactants needed to synthesize it. The reactants are: [Br:1][C:2]1[CH:3]=[C:4]2[C:9](=[CH:10][CH:11]=1)[NH:8][CH2:7][CH2:6][CH2:5]2.[CH:12]([CH:14]1[CH2:19][CH2:18][N:17]([C:20]([O:22][CH2:23][C:24]2[CH:29]=[CH:28][CH:27]=[CH:26][CH:25]=2)=[O:21])[CH2:16][CH2:15]1)=O.C(O[BH-](OC(=O)C)OC(=O)C)(=O)C.[Na+].C(OCC)(=O)C.CCCCCC.